This data is from Full USPTO retrosynthesis dataset with 1.9M reactions from patents (1976-2016). The task is: Predict the reactants needed to synthesize the given product. Given the product [C:1]1([CH3:22])[CH:6]=[CH:5][C:4]([C:7]2[S:11][C:10]([CH2:12][OH:29])=[CH:9][CH:8]=2)=[CH:3][CH:2]=1, predict the reactants needed to synthesize it. The reactants are: [C:1]1([CH3:22])[CH:6]=[CH:5][C:4]([C:7]2[S:11][C:10]([C:12]3C=CC=CC=3C(OC)=O)=[CH:9][CH:8]=2)=[CH:3][CH:2]=1.[H-].[H-].[H-].[H-].[Li+].[Al+3].[OH2:29].[OH-].[Na+].